This data is from Full USPTO retrosynthesis dataset with 1.9M reactions from patents (1976-2016). The task is: Predict the reactants needed to synthesize the given product. (1) Given the product [OH:8][C:9]1[C:17]2[N:16]=[C:15]([CH3:18])[N:14]([CH3:19])[C:13]=2[CH:12]=[C:11]([C:20]([O:22][CH2:23][CH3:24])=[O:21])[CH:10]=1, predict the reactants needed to synthesize it. The reactants are: C([O:8][C:9]1[C:17]2[N:16]=[C:15]([CH3:18])[N:14]([CH3:19])[C:13]=2[CH:12]=[C:11]([C:20]([O:22][CH2:23][CH3:24])=[O:21])[CH:10]=1)C1C=CC=CC=1. (2) The reactants are: [CH3:1][O:2][C:3]([C:5]1[CH:9]=[C:8]([C:10]([O:12][CH3:13])=[O:11])[NH:7][N:6]=1)=[O:4].[C:14](=O)([O-])[O-].[K+].[K+].CI. Given the product [CH3:13][O:12][C:10]([C:8]1[CH:9]=[C:5]([C:3]([O:2][CH3:1])=[O:4])[N:6]([CH3:14])[N:7]=1)=[O:11], predict the reactants needed to synthesize it. (3) Given the product [CH3:9][N:8]1[C:16]2[C:15](=[CH:14][CH:13]=[CH:12][CH:11]=2)[C:1]([C:2]([Cl:4])=[O:3])=[CH:7]1, predict the reactants needed to synthesize it. The reactants are: [C:1](Cl)(=O)[C:2]([Cl:4])=[O:3].[CH3:7][N:8]1[C:16]2[C:11](=[CH:12][CH:13]=[CH:14][CH:15]=2)C(C(O)=O)=[CH:9]1. (4) Given the product [Br:16][CH:11]1[C:12](=[O:14])[CH2:13][CH:8]([C:5]2[CH:6]=[CH:7][C:2]([Cl:1])=[CH:3][CH:4]=2)[CH2:9][C:10]1=[O:15], predict the reactants needed to synthesize it. The reactants are: [Cl:1][C:2]1[CH:7]=[CH:6][C:5]([CH:8]2[CH2:13][C:12](=[O:14])[CH2:11][C:10](=[O:15])[CH2:9]2)=[CH:4][CH:3]=1.[Br:16]Br. (5) Given the product [C:7]([OH:26])(=[O:8])[CH3:23].[C:41]([OH:42])(=[O:63])[CH3:35].[NH2:61][C:57]1[N:56]=[C:55]([NH:54][C:47]2[CH:48]=[C:49]3[C:53](=[C:45]([C:32]4[CH:33]=[C:34]5[C:38](=[CH:39][CH:40]=4)[NH:37][CH:36]=[C:35]5[CH:41]=[O:42])[CH:46]=2)[NH:52][N:51]=[CH:50]3)[CH:60]=[CH:59][N:58]=1, predict the reactants needed to synthesize it. The reactants are: P(Cl)(Cl)(Cl)=O.C[C:7]1([CH3:23])C(C)(C)OB(C2C=C3C(=CC=2)NC=C3)[O:8]1.CC1(C)C(C)(C)OB([C:32]2[CH:33]=[C:34]3[C:38](=[CH:39][CH:40]=2)[NH:37][CH:36]=[C:35]3[CH:41]=[O:42])[O:26]1.Br[C:45]1[CH:46]=[C:47]([NH:54][C:55]2[CH:60]=[CH:59][N:58]=[C:57]([NH2:61])[N:56]=2)[CH:48]=[C:49]2[C:53]=1[NH:52][N:51]=[CH:50]2.C([O-])([O-])=[O:63].[Na+].[Na+]. (6) Given the product [CH3:12][O:13][C:14](=[O:38])[NH:15][C@H:16]([C:20]([N:22]1[CH2:26][CH2:25][CH2:24][C@H:23]1[C:27]1[NH:31][C:30]2[CH:32]=[C:33]([C:36]3[N:65]=[N:64][N:63]([C:60]4[CH:61]=[CH:62][C:56]5[N:55]=[C:54]([C@@H:50]6[CH2:51][CH2:52][CH2:53][N:49]6[C:47](=[O:48])[C@@H:43]([NH:42][C:41]([O:40][CH3:39])=[O:66])[CH:44]([CH3:46])[CH3:45])[NH:58][C:57]=5[CH:59]=4)[CH:37]=3)[CH:34]=[CH:35][C:29]=2[N:28]=1)=[O:21])[CH:17]([CH3:19])[CH3:18], predict the reactants needed to synthesize it. The reactants are: C1CCN2C(=NCCC2)CC1.[CH3:12][O:13][C:14](=[O:38])[NH:15][C@H:16]([C:20]([N:22]1[CH2:26][CH2:25][CH2:24][C@H:23]1[C:27]1[NH:31][C:30]2[CH:32]=[C:33]([C:36]#[CH:37])[CH:34]=[CH:35][C:29]=2[N:28]=1)=[O:21])[CH:17]([CH3:19])[CH3:18].[CH3:39][O:40][C:41](=[O:66])[NH:42][C@H:43]([C:47]([N:49]1[CH2:53][CH2:52][CH2:51][C@H:50]1[C:54]1[NH:58][C:57]2[CH:59]=[C:60]([N:63]=[N+:64]=[N-:65])[CH:61]=[CH:62][C:56]=2[N:55]=1)=[O:48])[CH:44]([CH3:46])[CH3:45]. (7) Given the product [OH:19][CH2:20][CH2:21][N:22]1[C:30]2[CH:29]=[CH:28][CH:27]=[C:26]([C:31]([N:33]3[CH2:34][CH2:35][C:36]4([NH:40]/[C:39](=[N:41]/[C:42]([C:44]5[C:49]([NH2:50])=[N:48][C:47]([NH2:51])=[C:46]([Cl:52])[N:45]=5)=[O:43])/[NH:38][CH2:37]4)[CH2:53][CH2:54]3)=[O:32])[C:25]=2[CH:24]=[CH:23]1, predict the reactants needed to synthesize it. The reactants are: O.C1(C)C=CC(S(O)(=O)=O)=CC=1.O1CCCCC1[O:19][CH2:20][CH2:21][N:22]1[C:30]2[CH:29]=[CH:28][CH:27]=[C:26]([C:31]([N:33]3[CH2:54][CH2:53][C:36]4([NH:40]/[C:39](=[N:41]/[C:42]([C:44]5[C:49]([NH2:50])=[N:48][C:47]([NH2:51])=[C:46]([Cl:52])[N:45]=5)=[O:43])/[NH:38][CH2:37]4)[CH2:35][CH2:34]3)=[O:32])[C:25]=2[CH:24]=[CH:23]1. (8) Given the product [CH3:1][O:2][C:3]1[N:8]=[C:7]([NH:9][C:17]2[CH:18]=[CH:19][C:20]3[CH2:21][N:22]([CH3:33])[CH2:23][CH:24]([CH2:28][C:29]([F:30])([F:32])[F:31])[O:25][C:26]=3[N:27]=2)[CH:6]=[CH:5][C:4]=1[C:10]1[O:14][C:13]([CH3:15])=[N:12][CH:11]=1, predict the reactants needed to synthesize it. The reactants are: [CH3:1][O:2][C:3]1[N:8]=[C:7]([NH2:9])[CH:6]=[CH:5][C:4]=1[C:10]1[O:14][C:13]([CH3:15])=[N:12][CH:11]=1.Cl[C:17]1[CH:18]=[CH:19][C:20]2[CH2:21][N:22]([CH3:33])[CH2:23][CH:24]([CH2:28][C:29]([F:32])([F:31])[F:30])[O:25][C:26]=2[N:27]=1.CC1(C)C2C(=C(P(C3C=CC=CC=3)C3C=CC=CC=3)C=CC=2)OC2C(P(C3C=CC=CC=3)C3C=CC=CC=3)=CC=CC1=2.C(=O)([O-])[O-].[Cs+].[Cs+]. (9) Given the product [N+:11]([C:10]1[C:9]([CH3:14])=[CH:8][C:4]([C:5]([NH:27][CH2:28][C:29]([OH:31])([CH3:32])[CH3:30])=[O:7])=[CH:3][C:2]=1[CH3:1])([O-:13])=[O:12], predict the reactants needed to synthesize it. The reactants are: [CH3:1][C:2]1[CH:3]=[C:4]([CH:8]=[C:9]([CH3:14])[C:10]=1[N+:11]([O-:13])=[O:12])[C:5]([OH:7])=O.C(N1C=CN=C1)(N1C=CN=C1)=O.[NH2:27][CH2:28][C:29]([CH3:32])([OH:31])[CH3:30]. (10) Given the product [C:13]([O:12][C:11]([N:10]1[CH2:18][CH2:19][O:21][CH:8]([C:5]2[CH:6]=[CH:7][C:2]([Br:1])=[CH:3][C:4]=2[F:22])[CH2:9]1)=[O:17])([CH3:16])([CH3:15])[CH3:14], predict the reactants needed to synthesize it. The reactants are: [Br:1][C:2]1[CH:7]=[CH:6][C:5]([CH:8]([OH:21])[CH2:9][N:10]([CH2:18][CH2:19]O)[C:11](=[O:17])[O:12][C:13]([CH3:16])([CH3:15])[CH3:14])=[C:4]([F:22])[CH:3]=1.C1(P(C2C=CC=CC=2)C2C=CC=CC=2)C=CC=CC=1.CC(OC(/N=N/C(OC(C)C)=O)=O)C.